This data is from Reaction yield outcomes from USPTO patents with 853,638 reactions. The task is: Predict the reaction yield, written as a fraction of the theoretical maximum amount of product (1.0 means a 100% yield; for example, 0.34 means a 34% yield). (1) The reactants are [N:1]1([C:7](=[S:11])[CH2:8][C:9]#[N:10])[CH2:6][CH2:5][O:4][CH2:3][CH2:2]1.[Cl:12][C:13]1[CH:21]=[C:20]([Cl:22])[CH:19]=[CH:18][C:14]=1[C:15](Cl)=O.CCN(C(C)C)C(C)C.I[CH2:33][C:34]([O:36][CH2:37][CH3:38])=[O:35]. The catalyst is C(#N)C. The product is [C:9]([C:8]1[C:15]([C:14]2[CH:18]=[CH:19][C:20]([Cl:22])=[CH:21][C:13]=2[Cl:12])=[C:33]([C:34]([O:36][CH2:37][CH3:38])=[O:35])[S:11][C:7]=1[N:1]1[CH2:6][CH2:5][O:4][CH2:3][CH2:2]1)#[N:10]. The yield is 0.280. (2) The reactants are Br[CH2:2][CH2:3][CH2:4][CH2:5][CH2:6][CH2:7][CH2:8][CH2:9][CH2:10][CH2:11][Br:12].[C:13]1([Li])[CH:18]=[CH:17][CH:16]=[CH:15][CH:14]=1. The catalyst is C1COCC1. The product is [Br:12][CH2:11][CH2:10][CH2:9][CH2:8][CH2:7][CH2:6][CH2:5][CH2:4][CH2:3][CH2:2][C:13]1[CH:18]=[CH:17][CH:16]=[CH:15][CH:14]=1. The yield is 0.617. (3) The yield is 0.840. The product is [CH:7]1[N:6]=[CH:5][N:4]2[C:8]=1[C:9]1[CH:14]=[CH:13][CH:12]=[CH:11][C:10]=1[O:15][CH2:2][CH2:3]2. The reactants are O[CH2:2][CH2:3][N:4]1[C:8]([C:9]2[CH:14]=[CH:13][CH:12]=[CH:11][C:10]=2[OH:15])=[CH:7][N:6]=[CH:5]1.C1C=CC(P(C2C=CC=CC=2)C2C=CC=CC=2)=CC=1.CCOC(/N=N/C(OCC)=O)=O. The catalyst is C1COCC1. (4) The reactants are [CH3:1][N:2]1[CH2:6][CH2:5][CH2:4][C:3]1=O.Cl[C:9]1[N:10]([CH2:31][C:32]([F:35])([F:34])[F:33])[C:11]2[C:16]([N:17]=1)=[C:15]([N:18]1[CH2:23][CH2:22][O:21][CH2:20][CH2:19]1)[N:14]=[C:13]([C:24]1[CH:25]=[N:26][C:27]([NH2:30])=[N:28][CH:29]=1)[N:12]=2.[CH:36]([N:39](C(C)C)CC)(C)C. The catalyst is C(Cl)Cl.CO. The product is [CH2:4]1[C:5]2([CH2:6][N:2]([C:9]3[N:10]([CH2:31][C:32]([F:35])([F:34])[F:33])[C:11]4[C:16]([N:17]=3)=[C:15]([N:18]3[CH2:19][CH2:20][O:21][CH2:22][CH2:23]3)[N:14]=[C:13]([C:24]3[CH:29]=[N:28][C:27]([NH2:30])=[N:26][CH:25]=3)[N:12]=4)[CH2:1][CH2:36][NH:39]2)[CH2:3]1. The yield is 0.260. (5) The product is [F:12][C:9]1[N:10]=[CH:11][C:6]([NH:5][NH2:1])=[CH:7][CH:8]=1. The reactants are [N:1]([O-])=O.[Na+].[NH2:5][C:6]1[CH:7]=[CH:8][C:9]([F:12])=[N:10][CH:11]=1.[Sn](Cl)Cl.[OH-].[K+]. The yield is 0.680. The catalyst is O.Cl. (6) The product is [Cl:20][C:2]1[C:11]2[C:6](=[CH:7][C:8]3[CH:15]=[CH:14][CH:13]=[CH:12][C:9]=3[CH:10]=2)[N:5]=[CH:4][C:3]=1[C:16]#[N:17]. The yield is 0.495. The reactants are O=[C:2]1[C:11]2[C:6](=[CH:7][C:8]3[CH:15]=[CH:14][CH:13]=[CH:12][C:9]=3[CH:10]=2)[NH:5][CH:4]=[C:3]1[C:16]#[N:17].P(Cl)(Cl)([Cl:20])=O. The catalyst is CN(C)C=O. (7) The reactants are [CH2:1]([O:3][C:4]([C:6]1[C:11]([Cl:12])=[CH:10][C:9](=[O:13])[N:8]([CH3:14])[CH:7]=1)=[O:5])[CH3:2].C1C(=O)N([Cl:22])C(=O)C1. The catalyst is CN(C=O)C.CCOC(C)=O. The product is [CH2:1]([O:3][C:4]([C:6]1[C:11]([Cl:12])=[C:10]([Cl:22])[C:9](=[O:13])[N:8]([CH3:14])[CH:7]=1)=[O:5])[CH3:2]. The yield is 0.950. (8) The reactants are [CH3:1][CH:2]([N:4]1[C:12](/[CH:13]=[CH:14]/[C@H:15]([OH:24])[CH2:16][C@H:17]([OH:23])[CH2:18][C:19]([O:21]C)=[O:20])=[C:11]([C:25]2[CH:30]=[CH:29][C:28]([F:31])=[CH:27][CH:26]=2)[C:10]2[C:5]1=[CH:6][CH:7]=[CH:8][CH:9]=2)[CH3:3].[OH-].[Na+:33].CC(C)=O. The catalyst is O.CO. The product is [CH3:3][CH:2]([N:4]1[C:12](/[CH:13]=[CH:14]/[CH:15]([OH:24])[CH2:16][CH:17]([OH:23])[CH2:18][C:19]([O-:21])=[O:20])=[C:11]([C:25]2[CH:26]=[CH:27][C:28]([F:31])=[CH:29][CH:30]=2)[C:10]2[CH:9]=[CH:8][CH:7]=[CH:6][C:5]1=2)[CH3:1].[Na+:33]. The yield is 0.0820. (9) The reactants are [Si:1]([O:8][CH2:9][C@@H:10]([C:12]1[CH:13]=[C:14]([CH:22]=[C:23]([C:25]([F:28])([F:27])[F:26])[CH:24]=1)[C:15]([O:17][C:18]([CH3:21])([CH3:20])[CH3:19])=[O:16])O)([C:4]([CH3:7])([CH3:6])[CH3:5])([CH3:3])[CH3:2].C1(P(C2C=CC=CC=2)C2C=CC=CC=2)C=CC=CC=1.N(C(OC(C)C)=O)=NC(OC(C)C)=O.C1C=CC(OP(OC2C=CC=CC=2)([N:71]=[N+:72]=[N-:73])=O)=CC=1. The catalyst is C1COCC1. The product is [N:71]([C@@H:10]([C:12]1[CH:13]=[C:14]([CH:22]=[C:23]([C:25]([F:28])([F:27])[F:26])[CH:24]=1)[C:15]([O:17][C:18]([CH3:21])([CH3:20])[CH3:19])=[O:16])[CH2:9][O:8][Si:1]([C:4]([CH3:7])([CH3:6])[CH3:5])([CH3:3])[CH3:2])=[N+:72]=[N-:73]. The yield is 0.833. (10) The reactants are [F:1][C:2]1[CH:7]=[CH:6][CH:5]=[C:4]([F:8])[C:3]=1[C:9]1[N:14]=[C:13]([C:15]([NH:17][C:18]2[CH:19]=[N:20][CH:21]=[CH:22][C:23]=2[C@H:24]2[CH2:29][C@@H:28]([NH:30]C(=O)OC(C)(C)C)[C@H:27]([OH:38])[C@@H:26]([CH3:39])[CH2:25]2)=[O:16])[CH:12]=[CH:11][C:10]=1[F:40].[CH3:41][S:42](Cl)(=[O:44])=[O:43]. The catalyst is C(Cl)Cl. The product is [CH3:41][S:42]([O:38][C@@H:27]1[C@@H:26]([CH3:39])[CH2:25][C@@H:24]([C:23]2[CH:22]=[CH:21][N:20]=[CH:19][C:18]=2[NH:17][C:15](=[O:16])[C:13]2[CH:12]=[CH:11][C:10]([F:40])=[C:9]([C:3]3[C:2]([F:1])=[CH:7][CH:6]=[CH:5][C:4]=3[F:8])[N:14]=2)[CH2:29][C@H:28]1[NH2:30])(=[O:44])=[O:43]. The yield is 0.310.